Predict the product of the given reaction. From a dataset of Forward reaction prediction with 1.9M reactions from USPTO patents (1976-2016). (1) Given the reactants Br[C:2]1[CH:7]=[CH:6][N:5]=[C:4]([C:8]([O:10]C)=[O:9])[CH:3]=1.C([Sn](CCCC)(CCCC)[C:17]1[O:18][CH:19]=[CH:20][N:21]=1)CCC.[OH-].[Na+], predict the reaction product. The product is: [O:18]1[CH:19]=[CH:20][N:21]=[C:17]1[C:2]1[CH:7]=[CH:6][N:5]=[C:4]([C:8]([OH:10])=[O:9])[CH:3]=1. (2) Given the reactants [N:1]1([C:13]([O:15][CH2:16][C:17]2[CH:22]=[CH:21][CH:20]=[CH:19][CH:18]=2)=[O:14])[CH2:7][CH2:6][CH2:5][CH:4]([C:8]([O:10]CC)=[O:9])[CH2:3][CH2:2]1.[Li+].[OH-], predict the reaction product. The product is: [CH2:16]([O:15][C:13]([N:1]1[CH2:7][CH2:6][CH2:5][CH:4]([C:8]([OH:10])=[O:9])[CH2:3][CH2:2]1)=[O:14])[C:17]1[CH:18]=[CH:19][CH:20]=[CH:21][CH:22]=1. (3) Given the reactants Br[C:2]1[CH:7]=[CH:6][C:5](/[CH:8]=[CH:9]/[C:10]2[N:11]([CH2:23][CH3:24])[CH:12]=[C:13]([C:15]3[CH:20]=[CH:19][C:18]([Cl:21])=[CH:17][C:16]=3[Cl:22])[N:14]=2)=[CH:4][CH:3]=1.[CH3:25][O:26][C:27]1[CH:32]=[CH:31][C:30](B(O)O)=[CH:29][CH:28]=1, predict the reaction product. The product is: [Cl:22][C:16]1[CH:17]=[C:18]([Cl:21])[CH:19]=[CH:20][C:15]=1[C:13]1[N:14]=[C:10](/[CH:9]=[CH:8]/[C:5]2[CH:6]=[CH:7][C:2]([C:30]3[CH:31]=[CH:32][C:27]([O:26][CH3:25])=[CH:28][CH:29]=3)=[CH:3][CH:4]=2)[N:11]([CH2:23][CH3:24])[CH:12]=1. (4) Given the reactants Br[C:2]1[CH:21]=[N:20][C:5]2[NH:6][CH2:7][CH2:8][N:9]([CH2:10][C:11]3[C:16]([F:17])=[CH:15][CH:14]=[C:13]([F:18])[C:12]=3[Cl:19])[C:4]=2[C:3]=1[CH3:22].[CH3:23][N:24]1[CH2:29][CH2:28][N:27]([CH2:30][CH2:31][O:32][C:33]2[CH:38]=[CH:37][C:36](B3OC(C)(C)C(C)(C)O3)=[CH:35][CH:34]=2)[CH2:26][CH2:25]1, predict the reaction product. The product is: [Cl:19][C:12]1[C:13]([F:18])=[CH:14][CH:15]=[C:16]([F:17])[C:11]=1[CH2:10][N:9]1[CH2:8][CH2:7][NH:6][C:5]2[N:20]=[CH:21][C:2]([C:36]3[CH:37]=[CH:38][C:33]([O:32][CH2:31][CH2:30][N:27]4[CH2:26][CH2:25][N:24]([CH3:23])[CH2:29][CH2:28]4)=[CH:34][CH:35]=3)=[C:3]([CH3:22])[C:4]1=2. (5) Given the reactants C([O:3][C:4](=[O:27])[C:5]([CH3:26])([O:14][C:15]1[CH:20]=[CH:19][C:18]([O:21][C:22]([F:25])([F:24])[F:23])=[CH:17][CH:16]=1)[CH2:6][C:7]1[CH:12]=[CH:11][C:10]([OH:13])=[CH:9][CH:8]=1)C.[CH:28]1([C:34]2[O:35][C:36]([CH3:52])=[C:37]([CH2:39][CH2:40]OS(C3C=CC(C)=CC=3)(=O)=O)[N:38]=2)[CH2:33][CH2:32][CH2:31][CH2:30][CH2:29]1, predict the reaction product. The product is: [CH3:26][C:5]([O:14][C:15]1[CH:20]=[CH:19][C:18]([O:21][C:22]([F:23])([F:25])[F:24])=[CH:17][CH:16]=1)([CH2:6][C:7]1[CH:12]=[CH:11][C:10]([O:13][CH2:40][CH2:39][C:37]2[N:38]=[C:34]([C:28]3[CH:33]=[CH:32][CH:31]=[CH:30][CH:29]=3)[O:35][C:36]=2[CH3:52])=[CH:9][CH:8]=1)[C:4]([OH:3])=[O:27]. (6) Given the reactants [Br:1][C:2]1[CH:3]=[C:4]([C:8]2[CH:12]=[C:11]([NH2:13])[NH:10][N:9]=2)[CH:5]=[CH:6][CH:7]=1.[C:14]([CH:17]([CH2:22][C:23]([O:25][CH3:26])=[O:24])[C:18](OC)=[O:19])(=O)[CH3:15], predict the reaction product. The product is: [Br:1][C:2]1[CH:3]=[C:4]([C:8]2[CH:12]=[C:11]3[N:13]=[C:14]([CH3:15])[C:17]([CH2:22][C:23]([O:25][CH3:26])=[O:24])=[C:18]([OH:19])[N:10]3[N:9]=2)[CH:5]=[CH:6][CH:7]=1.